The task is: Regression. Given a peptide amino acid sequence and an MHC pseudo amino acid sequence, predict their binding affinity value. This is MHC class II binding data.. This data is from Peptide-MHC class II binding affinity with 134,281 pairs from IEDB. (1) The peptide sequence is DCSEYPKPDCTAEDR. The MHC is DRB3_0202 with pseudo-sequence DRB3_0202. The binding affinity (normalized) is 0. (2) The MHC is DRB1_1602 with pseudo-sequence DRB1_1602. The binding affinity (normalized) is 0.591. The peptide sequence is VWGQKYFKGNFERLA.